From a dataset of Reaction yield outcomes from USPTO patents with 853,638 reactions. Predict the reaction yield, written as a fraction of the theoretical maximum amount of product (1.0 means a 100% yield; for example, 0.34 means a 34% yield). (1) The reactants are C[O:2][C:3](=[O:30])[C:4]([C:7]1[CH:12]=[CH:11][C:10]([C:13]#[C:14][C:15]2[CH:16]=[C:17]3[C:22](=[C:23]([OH:25])[CH:24]=2)[O:21][C:20]([CH3:27])([CH3:26])[CH2:19][C:18]3([CH3:29])[CH3:28])=[CH:9][CH:8]=1)([CH3:6])[CH3:5].[OH-].[K+]. The catalyst is CO.O1CCCC1. The product is [OH:25][C:23]1[CH:24]=[C:15]([C:14]#[C:13][C:10]2[CH:11]=[CH:12][C:7]([C:4]([CH3:6])([CH3:5])[C:3]([OH:30])=[O:2])=[CH:8][CH:9]=2)[CH:16]=[C:17]2[C:22]=1[O:21][C:20]([CH3:27])([CH3:26])[CH2:19][C:18]2([CH3:29])[CH3:28]. The yield is 1.00. (2) The reactants are [O:1]1[C:5]([C:6]2[CH:11]=[CH:10][CH:9]=[CH:8][N:7]=2)=[CH:4][N:3]=[CH:2]1.[Li]CCCC.[C:17](O)(=[O:24])[CH2:18][CH2:19][CH2:20][CH2:21][CH2:22][CH3:23].C(Cl)(=O)C(Cl)=O. The catalyst is C1COCC1.C(Cl)Cl.[Cl-].[Cl-].[Zn+2]. The product is [N:7]1[CH:8]=[CH:9][CH:10]=[CH:11][C:6]=1[C:5]1[O:1][C:2]([C:17](=[O:24])[CH2:18][CH2:19][CH2:20][CH2:21][CH2:22][CH3:23])=[N:3][CH:4]=1. The yield is 0.490.